From a dataset of Full USPTO retrosynthesis dataset with 1.9M reactions from patents (1976-2016). Predict the reactants needed to synthesize the given product. (1) Given the product [F:34][C:33]1[CH:32]=[C:31]2[C:27]([CH:28]=[N:29][NH:30]2)=[CH:26][C:25]=1[NH:24][C:21]([C:13]1[CH:12]([C:3]2[CH:4]=[CH:5][C:6]([C:8]([F:10])([F:11])[F:9])=[CH:7][C:2]=2[F:1])[CH2:17][C:16](=[O:18])[N:15]([CH3:19])[C:14]=1[CH3:20])=[O:23], predict the reactants needed to synthesize it. The reactants are: [F:1][C:2]1[CH:7]=[C:6]([C:8]([F:11])([F:10])[F:9])[CH:5]=[CH:4][C:3]=1[CH:12]1[CH2:17][C:16](=[O:18])[N:15]([CH3:19])[C:14]([CH3:20])=[C:13]1[C:21]([OH:23])=O.[NH2:24][C:25]1[CH:26]=[C:27]2[C:31](=[CH:32][C:33]=1[F:34])[NH:30][N:29]=[CH:28]2.C(Cl)CCl.CCN(CC)CC. (2) Given the product [NH2:1][C:2]1[C:3]([C:29]2[CH:30]=[CH:31][C:26]([C:25]([F:36])([F:35])[F:24])=[CH:27][CH:28]=2)=[CH:4][C:5]([C:14]2([C:18]([O:20][CH2:21][CH3:22])=[O:19])[CH2:17][CH2:16][CH2:15]2)=[CH:6][C:7]=1[O:8][CH2:9][C:10]([F:13])([F:12])[F:11], predict the reactants needed to synthesize it. The reactants are: [NH2:1][C:2]1[C:7]([O:8][CH2:9][C:10]([F:13])([F:12])[F:11])=[CH:6][C:5]([C:14]2([C:18]([O:20][CH2:21][CH3:22])=[O:19])[CH2:17][CH2:16][CH2:15]2)=[CH:4][C:3]=1Br.[F:24][C:25]([F:36])([F:35])[C:26]1[CH:31]=[CH:30][C:29](B(O)O)=[CH:28][CH:27]=1.[F-].[Cs+].CCOC(C)=O. (3) Given the product [CH3:23][N:24]1[C:4](=[CH:8][C:9]2[O:13][C:12]([C:14]3[CH:22]=[CH:21][C:17]([C:18]([OH:20])=[O:19])=[CH:16][CH:15]=3)=[CH:11][CH:10]=2)[C:5](=[O:7])[NH:6][C:2]1=[O:1], predict the reactants needed to synthesize it. The reactants are: [O:1]=[C:2]1[NH:6][C:5](=[O:7])[C:4](=[CH:8][C:9]2[O:13][C:12]([C:14]3[CH:22]=[CH:21][C:17]([C:18]([OH:20])=[O:19])=[CH:16][CH:15]=3)=[CH:11][CH:10]=2)S1.[CH3:23][N:24]1CC(=O)NC1=O. (4) Given the product [CH3:20][C:18]1([CH3:21])[O:19][B:15]([C:2]2[CH:3]=[CH:4][C:5]([CH2:8][N:9]3[CH2:14][CH2:13][O:12][CH2:11][CH2:10]3)=[N:6][CH:7]=2)[O:16][C:17]1([CH3:23])[CH3:22], predict the reactants needed to synthesize it. The reactants are: Br[C:2]1[CH:3]=[CH:4][C:5]([CH2:8][N:9]2[CH2:14][CH2:13][O:12][CH2:11][CH2:10]2)=[N:6][CH:7]=1.[B:15]1([B:15]2[O:19][C:18]([CH3:21])([CH3:20])[C:17]([CH3:23])([CH3:22])[O:16]2)[O:19][C:18]([CH3:21])([CH3:20])[C:17]([CH3:23])([CH3:22])[O:16]1.C([O-])(=O)C.[K+]. (5) Given the product [Br:7][C:8]1[N:9]=[C:10]([S:1][C:2]2[N:6]=[CH:5][NH:4][N:3]=2)[CH:11]=[CH:12][CH:13]=1, predict the reactants needed to synthesize it. The reactants are: [SH:1][C:2]1[N:6]=[CH:5][NH:4][N:3]=1.[Br:7][C:8]1[CH:13]=[CH:12][CH:11]=[C:10](Br)[N:9]=1.C(=O)([O-])[O-].[K+].[K+]. (6) Given the product [CH3:11][N:12]([C:20]1[C:29]2[C:24](=[CH:25][CH:26]=[CH:27][CH:28]=2)[N:23]=[C:22]([CH3:30])[N:21]=1)[C:13]1[CH:14]=[CH:15][C:16]([NH:19][CH:1]=[O:3])=[CH:17][CH:18]=1, predict the reactants needed to synthesize it. The reactants are: [CH:1]([OH:3])=O.C(OC(=O)C)(=O)C.[CH3:11][N:12]([C:20]1[C:29]2[C:24](=[CH:25][CH:26]=[CH:27][CH:28]=2)[N:23]=[C:22]([CH3:30])[N:21]=1)[C:13]1[CH:18]=[CH:17][C:16]([NH2:19])=[CH:15][CH:14]=1. (7) Given the product [CH3:22][N:11]([CH2:10][C:2]1[N:1]=[C:5]2[CH:6]=[CH:7][CH:8]=[CH:9][N:4]2[C:3]=1[CH2:48][N:47]([CH3:46])[CH:52]1[CH2:58][CH2:59][N:54]([CH3:55])[CH2:53]1)[C@@H:12]1[C:21]2[N:20]=[CH:19][CH:18]=[CH:17][C:16]=2[CH2:15][CH2:14][CH2:13]1, predict the reactants needed to synthesize it. The reactants are: [N:1]1[C:2]([CH2:10][N:11]([CH3:22])[C@@H:12]2[C:21]3[N:20]=[CH:19][CH:18]=[CH:17][C:16]=3[CH2:15][CH2:14][CH2:13]2)=[CH:3][N:4]2[CH:9]=[CH:8][CH:7]=[CH:6][C:5]=12.CNC1CCN(C)C1.CN(CC1N=[C:46]2C=CC=[CH:48][N:47]2[C:52]=1[CH2:53][N:54]1[CH2:59][CH2:58]OC[CH2:55]1)[C@@H]1C2N=CC=CC=2CCC1. (8) Given the product [N:48]1([C:29]([C:26]2[CH:25]=[C:24]([C:20]3[CH:19]=[C:18]([O:17][C:16]4[CH:32]=[CH:33][C:13]([NH:12][C:10]([NH:9][C:3]5[CH:4]=[C:5]([CH3:8])[CH:6]=[CH:7][C:2]=5[F:1])=[O:11])=[CH:14][CH:15]=4)[CH:23]=[CH:22][N:21]=3)[NH:28][CH:27]=2)=[O:30])[CH2:47][CH2:46][CH2:43]1, predict the reactants needed to synthesize it. The reactants are: [F:1][C:2]1[CH:7]=[CH:6][C:5]([CH3:8])=[CH:4][C:3]=1[NH:9][C:10]([NH:12][C:13]1[CH:33]=[CH:32][C:16]([O:17][C:18]2[CH:23]=[CH:22][N:21]=[C:20]([C:24]3[NH:28][CH:27]=[C:26]([C:29](O)=[O:30])[CH:25]=3)[CH:19]=2)=[CH:15][CH:14]=1)=[O:11].CN(C(ON1N=NC2C=[CH:46][CH:47]=[N:48][C:43]1=2)=[N+](C)C)C.F[P-](F)(F)(F)(F)F.C(N(CC)C(C)C)(C)C.N1CCC1.Cl. (9) Given the product [CH3:22][C:14]1[N:15]([CH3:6])[C:16]([C:19](=[O:21])[CH3:20])=[C:17]([CH3:18])[N:13]=1, predict the reactants needed to synthesize it. The reactants are: F[B-](F)(F)F.[CH3:6][O+](C)C.C([N:13]1[C:17]([CH3:18])=[C:16]([C:19](=[O:21])[CH3:20])[N:15]=[C:14]1[CH3:22])(=O)C.